This data is from Forward reaction prediction with 1.9M reactions from USPTO patents (1976-2016). The task is: Predict the product of the given reaction. Given the reactants C(OC([N:8]1[CH2:13][CH2:12][CH:11]([CH2:14][N:15]2[CH2:20][CH2:19][CH:18]([CH2:21][NH:22][C:23]([C:25]3[C:33]4[N:32]=[C:31]([C:34]([CH3:37])([CH3:36])[CH3:35])[NH:30][C:29]=4[CH:28]=[CH:27][CH:26]=3)=[O:24])[CH2:17][CH2:16]2)[CH2:10][CH2:9]1)=O)(C)(C)C.FC(F)(F)C(O)=O, predict the reaction product. The product is: [NH:8]1[CH2:9][CH2:10][CH:11]([CH2:14][N:15]2[CH2:16][CH2:17][CH:18]([CH2:21][NH:22][C:23]([C:25]3[C:33]4[N:32]=[C:31]([C:34]([CH3:37])([CH3:36])[CH3:35])[NH:30][C:29]=4[CH:28]=[CH:27][CH:26]=3)=[O:24])[CH2:19][CH2:20]2)[CH2:12][CH2:13]1.